This data is from hERG potassium channel inhibition data for cardiac toxicity prediction from Karim et al.. The task is: Regression/Classification. Given a drug SMILES string, predict its toxicity properties. Task type varies by dataset: regression for continuous values (e.g., LD50, hERG inhibition percentage) or binary classification for toxic/non-toxic outcomes (e.g., AMES mutagenicity, cardiotoxicity, hepatotoxicity). Dataset: herg_karim. The drug is CC(=O)N1C[C@@H](Oc2ccc(F)cc2)C[C@@H]1C(=O)N1CCCN(C2CCC2)CC1. The result is 0 (non-blocker).